The task is: Predict the reactants needed to synthesize the given product.. This data is from Full USPTO retrosynthesis dataset with 1.9M reactions from patents (1976-2016). (1) Given the product [CH:27]([N:19]1[C:20]2=[N:21][CH:22]=[N:23][C:24]([NH2:26])=[C:25]2[C:17]([C:5]2[CH:4]=[C:3]([O:2][CH3:1])[C:8]([O:9][CH3:10])=[C:7]([O:11][CH3:12])[CH:6]=2)=[N:18]1)([CH3:29])[CH3:28], predict the reactants needed to synthesize it. The reactants are: [CH3:1][O:2][C:3]1[CH:4]=[C:5](B(O)O)[CH:6]=[C:7]([O:11][CH3:12])[C:8]=1[O:9][CH3:10].I[C:17]1[C:25]2[C:20](=[N:21][CH:22]=[N:23][C:24]=2[NH2:26])[N:19]([CH:27]([CH3:29])[CH3:28])[N:18]=1.C([O-])([O-])=O.[Na+].[Na+]. (2) The reactants are: [OH:1][N:2]1[CH2:7][CH2:6][O:5][CH2:4][CH2:3]1.[CH:8]1([Mg]Cl)[CH2:13][CH2:12][CH2:11][CH2:10][CH2:9]1.[Cl-].[NH4+]. Given the product [CH:8]1([CH:3]2[CH2:4][O:5][CH2:6][CH2:7][N:2]2[OH:1])[CH2:13][CH2:12][CH2:11][CH2:10][CH2:9]1, predict the reactants needed to synthesize it.